From a dataset of Forward reaction prediction with 1.9M reactions from USPTO patents (1976-2016). Predict the product of the given reaction. (1) Given the reactants Cl[C:2]1[N:7]=[C:6]([C:8]([O:10][CH3:11])=[O:9])[C:5]2[C:12]([CH3:15])=[CH:13][NH:14][C:4]=2[CH:3]=1.Cl[CH2:17][Cl:18].[F-:19].[Cs+].CN(C)[CH:23]=[O:24], predict the reaction product. The product is: [Cl:18][C:17]1[CH:6]=[CH:5][C:4]([C:2]2[N:7]=[C:6]([C:8]([O:10][CH3:11])=[O:9])[C:5]3[C:12]([CH3:15])=[CH:13][NH:14][C:4]=3[CH:3]=2)=[C:3]([F:19])[C:2]=1[O:24][CH3:23]. (2) Given the reactants C(OC([N:8]1[CH2:13][CH:12]=[C:11]([C:14]2[CH:19]=[CH:18][C:17]([C:20]([F:23])([F:22])[F:21])=[CH:16][CH:15]=2)[CH2:10][CH2:9]1)=O)(C)(C)C.FC(F)(F)C(O)=O, predict the reaction product. The product is: [F:23][C:20]([F:21])([F:22])[C:17]1[CH:16]=[CH:15][C:14]([C:11]2[CH2:12][CH2:13][NH:8][CH2:9][CH:10]=2)=[CH:19][CH:18]=1. (3) Given the reactants [NH2:1][C:2]1[S:3]/[C:4](=[CH:8]\[C:9]2[CH:14]=[C:13]([O:15][CH2:16][CH2:17][CH3:18])[C:12]([OH:19])=[C:11]([Cl:20])[CH:10]=2)/[C:5](=[O:7])[N:6]=1.Br[CH2:22][C:23]([C:25]1[CH:29]=[CH:28][S:27][CH:26]=1)=O, predict the reaction product. The product is: [Cl:20][C:11]1[CH:10]=[C:9](/[CH:8]=[C:4]2/[C:5](=[O:7])[N:6]3[CH:22]=[C:23]([C:25]4[CH:29]=[CH:28][S:27][CH:26]=4)[N:1]=[C:2]3[S:3]/2)[CH:14]=[C:13]([O:15][CH2:16][CH2:17][CH3:18])[C:12]=1[OH:19].